This data is from Catalyst prediction with 721,799 reactions and 888 catalyst types from USPTO. The task is: Predict which catalyst facilitates the given reaction. (1) Reactant: [C:1]1([C:11]([N:13]2[C:17](=[O:18])[C:16]([C:25]3[CH:30]=[CH:29][CH:28]=[CH:27][CH:26]=3)([C:19]3[CH:24]=[CH:23][CH:22]=[CH:21][CH:20]=3)[NH:15][C:14]2=[O:31])=[O:12])[C:10]2[C:5](=[CH:6][CH:7]=[CH:8][CH:9]=2)[CH:4]=[CH:3][CH:2]=1.Br[CH2:33][C:34]([C:36]1[CH:41]=[CH:40][CH:39]=[CH:38][CH:37]=1)=[O:35].C(=O)([O-])[O-].[K+].[K+].C(OCC)(=O)C. Product: [C:1]1([C:11]([N:13]2[C:17](=[O:18])[C:16]([C:19]3[CH:24]=[CH:23][CH:22]=[CH:21][CH:20]=3)([C:25]3[CH:30]=[CH:29][CH:28]=[CH:27][CH:26]=3)[N:15]([CH2:33][C:34](=[O:35])[C:36]3[CH:41]=[CH:40][CH:39]=[CH:38][CH:37]=3)[C:14]2=[O:31])=[O:12])[C:10]2[C:5](=[CH:6][CH:7]=[CH:8][CH:9]=2)[CH:4]=[CH:3][CH:2]=1. The catalyst class is: 3. (2) Reactant: [CH3:1][O:2][C:3]1[CH:4]=[C:5]([CH2:9][CH2:10][C:11](O)=[O:12])[CH:6]=[CH:7][CH:8]=1.[H-].[H-].[H-].[H-].[Li+].[Al+3].[OH-].[Na+].[O-]S([O-])(=O)=O.[Mg+2]. Product: [CH3:1][O:2][C:3]1[CH:4]=[C:5]([CH2:9][CH2:10][CH2:11][OH:12])[CH:6]=[CH:7][CH:8]=1. The catalyst class is: 20. (3) Reactant: [CH3:1][O:2][C:3]1[C:8]2[C:9](=[O:14])O[C:11]([CH3:13])=[N:12][C:7]=2[CH:6]=[C:5]([O:15][CH3:16])[CH:4]=1.[CH3:17][O:18][C:19]1[CH:24]=[CH:23][C:22]([NH2:25])=[CH:21][CH:20]=1. Product: [CH3:1][O:2][C:3]1[CH:4]=[C:5]([O:15][CH3:16])[CH:6]=[C:7]2[C:8]=1[C:9](=[O:14])[N:25]([C:22]1[CH:23]=[CH:24][C:19]([O:18][CH3:17])=[CH:20][CH:21]=1)[C:11]([CH3:13])=[N:12]2. The catalyst class is: 15.